From a dataset of Reaction yield outcomes from USPTO patents with 853,638 reactions. Predict the reaction yield, written as a fraction of the theoretical maximum amount of product (1.0 means a 100% yield; for example, 0.34 means a 34% yield). (1) The reactants are [OH:1][C:2]1[CH:7]=[CH:6][CH:5]=[CH:4][C:3]=1[C:8]1[N:17]=[C:16]([NH:18][C@H:19]2[CH2:23][CH2:22][N:21](C(OC(C)(C)C)=O)[CH2:20]2)[C:15]2[C:10](=[CH:11][CH:12]=[C:13]([C:31]#[C:32][CH2:33][OH:34])[CH:14]=2)[N:9]=1.Cl. The catalyst is CO.O1CCOCC1. The product is [OH:34][CH2:33][C:32]#[C:31][C:13]1[CH:14]=[C:15]2[C:10](=[CH:11][CH:12]=1)[N:9]=[C:8]([C:3]1[CH:4]=[CH:5][CH:6]=[CH:7][C:2]=1[OH:1])[N:17]=[C:16]2[NH:18][C@H:19]1[CH2:23][CH2:22][NH:21][CH2:20]1. The yield is 0.270. (2) The reactants are P([O:13][CH2:14][CH2:15][N:16](CCCOC1C=C2C(C(NC3C=C(CC(NC4C=CC=C(F)C=4)=O)NN=3)=NC=N2)=CC=1OC)[CH2:17][CH2:18][C:19]([F:22])([F:21])[F:20])(OC(C)(C)C)(OC(C)(C)C)=O.BrCCC(F)(F)F.C(CN)O.C(=O)([O-])[O-].[K+].[K+]. The yield is 0.550. The catalyst is O1CCOCC1. The product is [F:20][C:19]([F:22])([F:21])[CH2:18][CH2:17][NH:16][CH2:15][CH2:14][OH:13]. (3) The reactants are CN(C)C=O.C(=O)([O-])[O-].[K+].[K+].I[C:13]1[C:18]([O:19][C:20]2[C:29]3[C:24](=[CH:25][C:26]([O:32][CH3:33])=[C:27]([O:30][CH3:31])[CH:28]=3)[N:23]=[CH:22][CH:21]=2)=[CH:17][CH:16]=[C:15]([CH3:34])[N:14]=1.[N:35]1[CH:40]=[CH:39][CH:38]=[C:37](B(O)O)[CH:36]=1. The catalyst is O.C(O)C. The product is [CH3:31][O:30][C:27]1[CH:28]=[C:29]2[C:24](=[CH:25][C:26]=1[O:32][CH3:33])[N:23]=[CH:22][CH:21]=[C:20]2[O:19][C:18]1[C:13]([C:37]2[CH:36]=[N:35][CH:40]=[CH:39][CH:38]=2)=[N:14][C:15]([CH3:34])=[CH:16][CH:17]=1. The yield is 0.750. (4) The reactants are [Br:1][C:2]1[C:3]([F:12])=[C:4]2[C:10]([NH2:11])=[CH:9][NH:8][C:5]2=[N:6][CH:7]=1.[CH3:13][O:14][C:15]1[CH:29]=[CH:28][C:18]([CH2:19][N:20]2[CH:24]=[C:23]([C:25](O)=[O:26])[CH:22]=[N:21]2)=[CH:17][CH:16]=1.C1N(P(Cl)(N2C(=O)OCC2)=O)C(=O)OC1.C(N(CC)CC)C. The catalyst is C(Cl)Cl. The product is [Br:1][C:2]1[C:3]([F:12])=[C:4]2[C:10]([NH:11][C:25]([C:23]3[CH:22]=[N:21][N:20]([CH2:19][C:18]4[CH:28]=[CH:29][C:15]([O:14][CH3:13])=[CH:16][CH:17]=4)[CH:24]=3)=[O:26])=[CH:9][NH:8][C:5]2=[N:6][CH:7]=1. The yield is 0.390. (5) The reactants are C(OC(C)C)(=O)[C@H]([C@@H](C(OC(C)C)=O)O)[OH:3].[CH2:17]([OH:24])/[CH:18]=[CH:19]/[CH2:20][CH2:21][CH2:22][CH3:23].C(OO)(C)(C)C.C(O)(=O)[C@@H]([C@H](C(O)=O)O)O. The catalyst is CC(C)[O-].CC(C)[O-].CC(C)[O-].CC(C)[O-].[Ti+4].O.O.O.O.O.O.O.S([O-])([O-])(=O)=O.[Fe+3].S([O-])([O-])(=O)=O.S([O-])([O-])(=O)=O.[Fe+3].C1(C)C=CC=CC=1.ClCCl. The product is [CH2:20]([C@H:19]1[O:3][C@@H:18]1[CH2:17][OH:24])[CH2:21][CH2:22][CH3:23]. The yield is 0.762. (6) The yield is 0.964. The catalyst is COC(C)(C)C.O. The reactants are [O:1]=[C:2]([CH2:10][CH2:11][CH2:12][CH2:13][CH3:14])[CH2:3]P(=O)(OC)OC.O.[OH-].[Li+].[C:18]([O:21][C@@H:22]1[C@H:26]([CH2:27][CH2:28][CH2:29][CH2:30][CH2:31][CH2:32][C:33]([O:35][CH3:36])=[O:34])[C@@H:25]([CH:37]=O)[C@H:24]([O:39][CH:40]2[CH2:45][CH2:44][CH2:43][CH2:42][O:41]2)[CH2:23]1)(=[O:20])[CH3:19]. The product is [C:18]([O:21][C@@H:22]1[C@H:26]([CH2:27][CH2:28][CH2:29][CH2:30][CH2:31][CH2:32][C:33]([O:35][CH3:36])=[O:34])[C@@H:25](/[CH:37]=[CH:3]/[C:2](=[O:1])[CH2:10][CH2:11][CH2:12][CH2:13][CH3:14])[C@H:24]([O:39][CH:40]2[CH2:45][CH2:44][CH2:43][CH2:42][O:41]2)[CH2:23]1)(=[O:20])[CH3:19]. (7) The yield is 0.370. The product is [Br:8][C:6]1[CH:5]=[CH:4][C:3]([O:9][CH2:12][CH2:11][Br:10])=[C:2]([NH2:1])[CH:7]=1. The catalyst is CN(C=O)C.O. The reactants are [NH2:1][C:2]1[CH:7]=[C:6]([Br:8])[CH:5]=[CH:4][C:3]=1[OH:9].[Br:10][CH2:11][CH2:12]Br.C([O-])([O-])=O.[K+].[K+]. (8) The reactants are [CH:1]([C@H:4]1[NH:9][CH2:8][CH2:7][N:6]2[C:10]3[CH:16]=[C:15]([S:17]([CH3:20])(=[O:19])=[O:18])[C:14]([C:21]([O:23][CH3:24])=[O:22])=[CH:13][C:11]=3[N:12]=[C:5]12)([CH3:3])[CH3:2].Cl[C:26]1[N:31]=[C:30]([C:32]([F:35])([F:34])[F:33])[C:29]([C:36]([O:38][CH2:39][CH3:40])=[O:37])=[CH:28][N:27]=1.CCN(C(C)C)C(C)C.O. The catalyst is CC(O)C.C(Cl)Cl. The product is [CH2:39]([O:38][C:36]([C:29]1[C:30]([C:32]([F:34])([F:35])[F:33])=[N:31][C:26]([N:9]2[CH2:8][CH2:7][N:6]3[C:10]4[CH:16]=[C:15]([S:17]([CH3:20])(=[O:19])=[O:18])[C:14]([C:21]([O:23][CH3:24])=[O:22])=[CH:13][C:11]=4[N:12]=[C:5]3[C@H:4]2[CH:1]([CH3:3])[CH3:2])=[N:27][CH:28]=1)=[O:37])[CH3:40]. The yield is 0.578. (9) The catalyst is CC(O)(C)C.CC(C)=O.CN(C1C=CN=CC=1)C. The reactants are [NH2:1][C:2]1[CH:12]=[CH:11][C:5]([C:6]([O:8][CH2:9][CH3:10])=[O:7])=[CH:4][N:3]=1.[C:13](O[C:13]([O:15][C:16]([CH3:19])([CH3:18])[CH3:17])=[O:14])([O:15][C:16]([CH3:19])([CH3:18])[CH3:17])=[O:14]. The product is [C:16]([O:15][C:13]([NH:1][C:2]1[CH:12]=[CH:11][C:5]([C:6]([O:8][CH2:9][CH3:10])=[O:7])=[CH:4][N:3]=1)=[O:14])([CH3:19])([CH3:18])[CH3:17]. The yield is 0.680.